Dataset: Full USPTO retrosynthesis dataset with 1.9M reactions from patents (1976-2016). Task: Predict the reactants needed to synthesize the given product. (1) Given the product [Cl:1][C:2]1[C:7]2[CH2:8][CH2:9][S:10](=[O:12])(=[O:11])[C:6]=2[CH:5]=[CH:4][C:3]=1[C:13]([NH:27][C:26]1[N:22]([CH3:21])[N:23]=[CH:24][N:25]=1)=[O:15], predict the reactants needed to synthesize it. The reactants are: [Cl:1][C:2]1[C:7]2[CH2:8][CH2:9][S:10](=[O:12])(=[O:11])[C:6]=2[CH:5]=[CH:4][C:3]=1[C:13]([OH:15])=O.S(O)(O)(=O)=O.[CH3:21][N:22]1[C:26]([NH2:27])=[N:25][CH:24]=[N:23]1.[CH3:21][N:22]1[C:26]([NH2:27])=[N:25][CH:24]=[N:23]1.S(Cl)(Cl)=O.OS([O-])(=O)=O.[K+]. (2) Given the product [CH3:19][N:16]1[CH2:17][CH2:18][N:13]([C:11]2[CH:10]=[CH:9][N:8]=[C:7]([C:5]3[S:6][C:2]([C:20]4[CH:25]=[CH:24][CH:23]=[CH:22][CH:21]=4)=[CH:3][CH:4]=3)[CH:12]=2)[CH2:14][CH2:15]1, predict the reactants needed to synthesize it. The reactants are: Br[C:2]1[S:6][C:5]([C:7]2[CH:12]=[C:11]([N:13]3[CH2:18][CH2:17][N:16]([CH3:19])[CH2:15][CH2:14]3)[CH:10]=[CH:9][N:8]=2)=[CH:4][CH:3]=1.[C:20]1(B(O)O)[CH:25]=[CH:24][CH:23]=[CH:22][CH:21]=1. (3) Given the product [NH2:17][C:18](=[O:61])[C:19]([CH3:60])([CH3:59])[CH2:20][NH:21][C:22]([C@H:24]([CH:56]([CH3:58])[CH3:57])[CH2:25][C@@H:26]1[O:30][CH2:29][N:28]([C:31]([O:33][CH2:34][O:11][C:9]([O:8][CH:5]2[CH2:6][CH2:7][N:2]([CH3:1])[CH2:3][CH2:4]2)=[O:10])=[O:32])[C@H:27]1[CH2:36][C@H:37]([CH2:41][C:42]1[CH:47]=[CH:46][C:45]([O:48][CH3:49])=[C:44]([O:50][CH2:51][CH2:52][CH2:53][O:54][CH3:55])[CH:43]=1)[CH:38]([CH3:40])[CH3:39])=[O:23], predict the reactants needed to synthesize it. The reactants are: [CH3:1][N:2]1[CH2:7][CH2:6][CH:5]([OH:8])[CH2:4][CH2:3]1.[C:9](=O)([O-:11])[O-:10].[Cs+].[Cs+].[I-].[Cs+].[NH2:17][C:18](=[O:61])[C:19]([CH3:60])([CH3:59])[CH2:20][NH:21][C:22]([C@H:24]([CH:56]([CH3:58])[CH3:57])[CH2:25][C@@H:26]1[O:30][CH2:29][N:28]([C:31]([O:33][CH2:34]Cl)=[O:32])[C@H:27]1[CH2:36][C@H:37]([CH2:41][C:42]1[CH:47]=[CH:46][C:45]([O:48][CH3:49])=[C:44]([O:50][CH2:51][CH2:52][CH2:53][O:54][CH3:55])[CH:43]=1)[CH:38]([CH3:40])[CH3:39])=[O:23].C(O)(=O)CC(CC(O)=O)(C(O)=O)O. (4) Given the product [NH3:5].[CH:12]1[C:13]2[C:8](=[CH:7][C:6]([NH:5][C:3](=[O:4])[CH:2]([N:22]3[CH2:27][CH2:26][O:25][CH2:24][CH2:23]3)[C:16]3[CH:21]=[CH:20][CH:19]=[CH:18][CH:17]=3)=[CH:15][CH:14]=2)[CH:9]=[CH:10][N:11]=1, predict the reactants needed to synthesize it. The reactants are: Cl[CH:2]([C:16]1[CH:21]=[CH:20][CH:19]=[CH:18][CH:17]=1)[C:3]([NH:5][C:6]1[CH:7]=[C:8]2[C:13](=[CH:14][CH:15]=1)[CH:12]=[N:11][CH:10]=[CH:9]2)=[O:4].[NH:22]1[CH2:27][CH2:26][O:25][CH2:24][CH2:23]1. (5) Given the product [CH2:1]([C:3]1[N:8]=[C:7]([C:9]([O:11][CH2:12][CH3:13])=[O:10])[CH:6]=[CH:5][CH:4]=1)[CH3:2], predict the reactants needed to synthesize it. The reactants are: [CH:1]([C:3]1[N:8]=[C:7]([C:9]([O:11][CH2:12][CH3:13])=[O:10])[CH:6]=[CH:5][CH:4]=1)=[CH2:2].